From a dataset of Reaction yield outcomes from USPTO patents with 853,638 reactions. Predict the reaction yield, written as a fraction of the theoretical maximum amount of product (1.0 means a 100% yield; for example, 0.34 means a 34% yield). The yield is 0.980. The product is [N:1]([CH2:4][CH2:5][N:6]1[C:10]2[CH:11]=[CH:12][C:13]([C:15]([N:44]3[CH:37]4[CH2:43][CH2:42][CH:41]3[CH2:40][CH:39]([OH:45])[CH2:38]4)=[O:17])=[CH:14][C:9]=2[N:8]=[CH:7]1)=[N+:2]=[N-:3]. The reactants are [N:1]([CH2:4][CH2:5][N:6]1[C:10]2[CH:11]=[CH:12][C:13]([C:15]([OH:17])=O)=[CH:14][C:9]=2[N:8]=[CH:7]1)=[N+:2]=[N-:3].C1C=CC2N(O)N=NC=2C=1.CCN(C(C)C)C(C)C.[CH:37]12[NH:44][CH:41]([CH2:42][CH2:43]1)[CH2:40][CH:39]([OH:45])[CH2:38]2.CCN=C=NCCCN(C)C.Cl. The catalyst is CN(C=O)C.